From a dataset of Forward reaction prediction with 1.9M reactions from USPTO patents (1976-2016). Predict the product of the given reaction. (1) Given the reactants [O:1]([CH2:9][CH3:10])S(C(F)(F)F)(=O)=O.[C:11]1([C:17](C2C=CC=CC=2)(C2C=CC=CC=2)[N:18]2[CH:22]=[C:21](C(=O)C)[N:20]=[C:19]2[CH3:26])C=CC=CC=1, predict the reaction product. The product is: [CH2:17]([N:18]1[C:22]([C:9](=[O:1])[CH3:10])=[CH:21][N:20]=[C:19]1[CH3:26])[CH3:11]. (2) Given the reactants [CH3:1][C@H:2]([CH2:22]C=C)[C:3]([O:5][CH2:6][C@H:7]([NH:14][C:15](=[O:21])[CH2:16][CH2:17][CH2:18][CH:19]=[CH2:20])[C:8]1[CH:13]=[CH:12][CH:11]=[CH:10][CH:9]=1)=[O:4], predict the reaction product. The product is: [CH3:22][C@H:2]1[C:3](=[O:4])[O:5][CH2:6][C@@H:7]([C:8]2[CH:9]=[CH:10][CH:11]=[CH:12][CH:13]=2)[NH:14][C:15](=[O:21])[CH2:16][CH2:17][CH2:18][CH:19]=[CH:20][CH2:1]1. (3) Given the reactants Cl.[CH3:2][O:3][C:4]([CH:6]1[NH:10][CH:9]([C:11]([O:13][CH3:14])=[O:12])[CH2:8][S:7]1)=[O:5].[C:15](Cl)(=[O:17])[CH3:16].C(N(CC)CC)C, predict the reaction product. The product is: [CH3:2][O:3][C:4]([CH:6]1[N:10]([C:15](=[O:17])[CH3:16])[CH:9]([C:11]([O:13][CH3:14])=[O:12])[CH2:8][S:7]1)=[O:5]. (4) The product is: [ClH:42].[NH2:1][C:2]1[N:10]=[C:9]([O:11][CH2:12][CH2:13][CH2:14][CH3:15])[N:8]=[C:7]2[C:3]=1[NH:4][C:5](=[O:41])[N:6]2[CH2:16][CH2:17][CH2:18][N:19]([CH2:29][C:30]1[CH:31]=[C:32]([CH2:36][C:37]([O:39][CH3:40])=[O:38])[CH:33]=[CH:34][CH:35]=1)[CH2:20][CH2:21][CH2:22][N:23]1[CH2:28][CH2:27][O:26][CH2:25][CH2:24]1. Given the reactants [NH2:1][C:2]1[N:10]=[C:9]([O:11][CH2:12][CH2:13][CH2:14][CH3:15])[N:8]=[C:7]2[C:3]=1[NH:4][C:5](=[O:41])[N:6]2[CH2:16][CH2:17][CH2:18][N:19]([CH2:29][C:30]1[CH:31]=[C:32]([CH2:36][C:37]([O:39][CH3:40])=[O:38])[CH:33]=[CH:34][CH:35]=1)[CH2:20][CH2:21][CH2:22][N:23]1[CH2:28][CH2:27][O:26][CH2:25][CH2:24]1.[ClH:42].C(O)C, predict the reaction product. (5) Given the reactants Cl.[CH3:2][CH:3]1[CH2:6][NH:5][CH2:4]1.Cl.Cl[C:9]1[N:14]=[CH:13][N:12]=[C:11]([N:15]2[C:19](=[O:20])[C:18]([N:21]3[CH:25]=[CH:24][N:23]=[CH:22]3)=[CH:17][NH:16]2)[CH:10]=1.C(N(C(C)C)C(C)C)C, predict the reaction product. The product is: [N:21]1([C:18]2[C:19](=[O:20])[N:15]([C:11]3[CH:10]=[C:9]([N:5]4[CH2:6][CH:3]([CH3:2])[CH2:4]4)[N:14]=[CH:13][N:12]=3)[NH:16][CH:17]=2)[CH:25]=[CH:24][N:23]=[CH:22]1. (6) Given the reactants Br[C:2]1[CH:3]=[C:4]([CH:25]=[CH:26][N:27]=1)[C:5]([NH:7][C:8]1[S:9][C:10]2[C:16]([N:17]3[CH2:22][CH2:21][O:20][CH2:19][CH2:18]3)=[CH:15][CH:14]=[C:13]([O:23][CH3:24])[C:11]=2[N:12]=1)=[O:6].C(=O)([O-])[O-].[Cs+].[Cs+].[CH:34]1([NH2:39])[CH2:38][CH2:37][CH2:36][CH2:35]1, predict the reaction product. The product is: [CH:34]1([NH:39][C:2]2[CH:3]=[C:4]([CH:25]=[CH:26][N:27]=2)[C:5]([NH:7][C:8]2[S:9][C:10]3[C:16]([N:17]4[CH2:22][CH2:21][O:20][CH2:19][CH2:18]4)=[CH:15][CH:14]=[C:13]([O:23][CH3:24])[C:11]=3[N:12]=2)=[O:6])[CH2:38][CH2:37][CH2:36][CH2:35]1. (7) Given the reactants [C:1]([C:3]1[CH:8]=[CH:7][CH:6]=[CH:5][N:4]=1)#[N:2].[Br:9][C:10]1[CH:11]=[C:12]([SH:19])[C:13](=[CH:17][CH:18]=1)[C:14](O)=[O:15], predict the reaction product. The product is: [Br:9][C:10]1[CH:18]=[CH:17][C:13]2[C:14](=[O:15])[N:2]=[C:1]([C:3]3[CH:8]=[CH:7][CH:6]=[CH:5][N:4]=3)[S:19][C:12]=2[CH:11]=1. (8) Given the reactants [F:1][C:2]([F:21])([F:20])[O:3][C:4]1[CH:9]=[CH:8][CH:7]=[CH:6][C:5]=1[C:10]1[CH:15]=[CH:14][N:13]=[C:12]([C:16](=[N:18][OH:19])[NH2:17])[CH:11]=1.[C:22](N1C=CN=C1)(N1C=CN=C1)=[O:23].N12CCCN=C1CCCCC2.Cl, predict the reaction product. The product is: [F:21][C:2]([F:20])([F:1])[O:3][C:4]1[CH:9]=[CH:8][CH:7]=[CH:6][C:5]=1[C:10]1[CH:15]=[CH:14][N:13]=[C:12]([C:16]2[NH:18][O:19][C:22](=[O:23])[N:17]=2)[CH:11]=1. (9) Given the reactants [C:1]([C:3]1([NH:20][C:21]2[CH:26]=[CH:25][CH:24]=[C:23]([F:27])[CH:22]=2)[CH2:8][CH2:7][N:6]([C:9]([O:11][CH2:12][C:13]2[CH:18]=[CH:17][CH:16]=[CH:15][CH:14]=2)=[O:10])[C@@H:5]([CH3:19])[CH2:4]1)#[N:2].N.O, predict the reaction product. The product is: [NH2:2][CH2:1][C:3]1([NH:20][C:21]2[CH:26]=[CH:25][CH:24]=[C:23]([F:27])[CH:22]=2)[CH2:8][CH2:7][N:6]([C:9]([O:11][CH2:12][C:13]2[CH:18]=[CH:17][CH:16]=[CH:15][CH:14]=2)=[O:10])[C@@H:5]([CH3:19])[CH2:4]1.